This data is from Forward reaction prediction with 1.9M reactions from USPTO patents (1976-2016). The task is: Predict the product of the given reaction. (1) Given the reactants Br[C:2]1[C:3]([NH2:9])=[N:4][CH:5]=[C:6]([Cl:8])[CH:7]=1.[C:10]([O:14][C:15]([CH3:18])([CH3:17])[CH3:16])(=[O:13])[CH:11]=[CH2:12].CC1C(P(C2C(C)=CC=CC=2)C2C(C)=CC=CC=2)=CC=CC=1, predict the reaction product. The product is: [NH2:9][C:3]1[C:2](/[CH:12]=[CH:11]/[C:10]([O:14][C:15]([CH3:18])([CH3:17])[CH3:16])=[O:13])=[CH:7][C:6]([Cl:8])=[CH:5][N:4]=1. (2) Given the reactants C(O[BH-](OC(=O)C)OC(=O)C)(=O)C.[Na+].[NH:15]1[CH2:20][CH2:19][CH:18]([O:21][C:22]2[CH:27]=[CH:26][C:25]([CH:28]=[CH:29][C:30]([N:32]3[CH2:37][CH2:36][O:35][CH2:34][CH2:33]3)=[O:31])=[CH:24][CH:23]=2)[CH2:17][CH2:16]1.[C:38]1(=O)[CH2:41][CH2:40][CH2:39]1, predict the reaction product. The product is: [CH:38]1([N:15]2[CH2:16][CH2:17][CH:18]([O:21][C:22]3[CH:27]=[CH:26][C:25]([CH:28]=[CH:29][C:30]([N:32]4[CH2:37][CH2:36][O:35][CH2:34][CH2:33]4)=[O:31])=[CH:24][CH:23]=3)[CH2:19][CH2:20]2)[CH2:41][CH2:40][CH2:39]1.